Dataset: Full USPTO retrosynthesis dataset with 1.9M reactions from patents (1976-2016). Task: Predict the reactants needed to synthesize the given product. Given the product [Cl:13][C:11]1[C:10]([C:14]([F:17])([F:16])[F:15])=[CH:9][N:8]=[C:7]([NH:18][C:19]2[CH:20]=[CH:21][C:22]([CH:25]3[CH2:30][CH2:29][N:28]([C:31]([O:33][C:34]([CH3:37])([CH3:36])[CH3:35])=[O:32])[CH2:27][CH2:26]3)=[N:23][CH:24]=2)[N:12]=1, predict the reactants needed to synthesize it. The reactants are: CCOCC.Cl[C:7]1[N:12]=[C:11]([Cl:13])[C:10]([C:14]([F:17])([F:16])[F:15])=[CH:9][N:8]=1.[NH2:18][C:19]1[CH:20]=[CH:21][C:22]([CH:25]2[CH2:30][CH2:29][N:28]([C:31]([O:33][C:34]([CH3:37])([CH3:36])[CH3:35])=[O:32])[CH2:27][CH2:26]2)=[N:23][CH:24]=1.CCN(CC)CC.